From a dataset of Full USPTO retrosynthesis dataset with 1.9M reactions from patents (1976-2016). Predict the reactants needed to synthesize the given product. (1) Given the product [NH:8]1[CH:7]=[CH:6][N:5]=[C:4]1[NH:15][CH2:16][C:17]([OH:19])=[O:18].[NH:13]1[CH:14]=[C:10]([NH:15][CH2:16][C:17]([OH:19])=[O:18])[N:11]=[CH:12]1, predict the reactants needed to synthesize it. The reactants are: [H][H].Cl[C:4]1[NH:5][CH:6]=[CH:7][N:8]=1.Br[C:10]1[N:11]=[CH:12][NH:13][CH:14]=1.[NH2:15][CH2:16][C:17]([OH:19])=[O:18]. (2) Given the product [ClH:30].[CH3:1][N:2]([CH2:3][C:4]1[O:5][C:6]2[CH:13]=[CH:12][CH:11]=[CH:10][C:7]=2[C:8]=1[CH3:9])[C:53](=[O:54])/[CH:52]=[CH:51]/[C:48]1[CH:49]=[N:50][C:44]2[NH:43][C:42](=[O:56])[CH2:41][N:40]([CH2:39][CH2:38][CH2:37][N:31]3[CH2:32][CH2:33][O:34][CH2:35][CH2:36]3)[CH2:46][C:45]=2[CH:47]=1, predict the reactants needed to synthesize it. The reactants are: [CH3:1][NH:2][CH2:3][C:4]1[O:5][C:6]2[CH:13]=[CH:12][CH:11]=[CH:10][C:7]=2[C:8]=1[CH3:9].CNCC1C=CC2C(=CC=CC=2)C=1CCC.[ClH:30].[N:31]1([CH2:37][CH2:38][CH2:39][N:40]2[CH2:46][C:45]3[CH:47]=[C:48](/[CH:51]=[CH:52]/[C:53](O)=[O:54])[CH:49]=[N:50][C:44]=3[NH:43][C:42](=[O:56])[CH2:41]2)[CH2:36][CH2:35][O:34][CH2:33][CH2:32]1.Cl.CN1CC2C=C(/C=C/C(O)=O)C=NC=2NC(=O)C1. (3) Given the product [Br:1][C:2]1[C:14]([F:15])=[CH:13][C:5]2[O:6][C:7]([CH3:12])([CH3:11])[CH2:8][NH:9][C:4]=2[CH:3]=1, predict the reactants needed to synthesize it. The reactants are: [Br:1][C:2]1[C:14]([F:15])=[CH:13][C:5]2[O:6][C:7]([CH3:12])([CH3:11])[C:8](=O)[NH:9][C:4]=2[CH:3]=1.CSC.